Dataset: NCI-60 drug combinations with 297,098 pairs across 59 cell lines. Task: Regression. Given two drug SMILES strings and cell line genomic features, predict the synergy score measuring deviation from expected non-interaction effect. (1) Drug 1: CC1C(C(CC(O1)OC2CC(CC3=C2C(=C4C(=C3O)C(=O)C5=C(C4=O)C(=CC=C5)OC)O)(C(=O)C)O)N)O.Cl. Drug 2: CNC(=O)C1=NC=CC(=C1)OC2=CC=C(C=C2)NC(=O)NC3=CC(=C(C=C3)Cl)C(F)(F)F. Cell line: MCF7. Synergy scores: CSS=33.9, Synergy_ZIP=-7.51, Synergy_Bliss=-1.70, Synergy_Loewe=-2.74, Synergy_HSA=0.124. (2) Drug 1: CCC1=C2CN3C(=CC4=C(C3=O)COC(=O)C4(CC)O)C2=NC5=C1C=C(C=C5)O. Drug 2: CC1C(C(CC(O1)OC2CC(CC3=C2C(=C4C(=C3O)C(=O)C5=C(C4=O)C(=CC=C5)OC)O)(C(=O)CO)O)N)O.Cl. Cell line: NCI/ADR-RES. Synergy scores: CSS=0.200, Synergy_ZIP=-2.99, Synergy_Bliss=-1.21, Synergy_Loewe=-14.6, Synergy_HSA=-4.15. (3) Drug 1: C1CCN(CC1)CCOC2=CC=C(C=C2)C(=O)C3=C(SC4=C3C=CC(=C4)O)C5=CC=C(C=C5)O. Drug 2: C1CCC(C1)C(CC#N)N2C=C(C=N2)C3=C4C=CNC4=NC=N3. Cell line: NCI-H226. Synergy scores: CSS=2.66, Synergy_ZIP=-1.82, Synergy_Bliss=1.57, Synergy_Loewe=0.0478, Synergy_HSA=-0.495.